Dataset: Reaction yield outcomes from USPTO patents with 853,638 reactions. Task: Predict the reaction yield, written as a fraction of the theoretical maximum amount of product (1.0 means a 100% yield; for example, 0.34 means a 34% yield). (1) The reactants are O1C2C=CC=CC=2OB1.[Br:10][C:11]1[C:12]([N:27]2[CH2:32][CH2:31][C:30]([C:34]#[N:35])([CH3:33])[CH2:29][CH2:28]2)=[C:13]([C:19](=[O:26])[C:20]([O:22][CH:23]([CH3:25])[CH3:24])=[O:21])[C:14]([CH3:18])=[N:15][C:16]=1[CH3:17].CB1N2CCC[C@@H]2C(C2C=CC=CC=2)(C2C=CC=CC=2)O1. The catalyst is C1(C)C=CC=CC=1. The product is [Br:10][C:11]1[C:12]([N:27]2[CH2:28][CH2:29][C:30]([C:34]#[N:35])([CH3:33])[CH2:31][CH2:32]2)=[C:13]([C@H:19]([OH:26])[C:20]([O:22][CH:23]([CH3:25])[CH3:24])=[O:21])[C:14]([CH3:18])=[N:15][C:16]=1[CH3:17]. The yield is 0.860. (2) The reactants are N[C:2]1[C:6]([C@H:7]2[C@H:14]3[C@H:10]([O:11][C:12]([CH3:16])([CH3:15])[O:13]3)[C@@H:9]([CH2:17][O:18][Si:19]([C:32]([CH3:35])([CH3:34])[CH3:33])([C:26]3[CH:31]=[CH:30][CH:29]=[CH:28][CH:27]=3)[C:20]3[CH:25]=[CH:24][CH:23]=[CH:22][CH:21]=3)[O:8]2)=[CH:5][O:4][C:3]=1[C:36]#[N:37].C(O)(=O)C.[CH:42]([NH2:44])=[NH:43]. The catalyst is CCO. The product is [Si:19]([O:18][CH2:17][C@@H:9]1[C@H:10]2[O:11][C:12]([CH3:16])([CH3:15])[O:13][C@H:14]2[C@H:7]([C:6]2[C:2]3[N:43]=[CH:42][N:44]=[C:36]([NH2:37])[C:3]=3[O:4][CH:5]=2)[O:8]1)([C:32]([CH3:35])([CH3:34])[CH3:33])([C:26]1[CH:27]=[CH:28][CH:29]=[CH:30][CH:31]=1)[C:20]1[CH:25]=[CH:24][CH:23]=[CH:22][CH:21]=1. The yield is 0.550. (3) The reactants are [Br:1]Br.[N+:3]([C:6]1[CH:11]=[CH:10][C:9]([NH2:12])=[C:8]([C:13]([F:16])([F:15])[F:14])[CH:7]=1)([O-:5])=[O:4].O. The catalyst is C(O)(=O)C. The product is [Br:1][C:10]1[CH:11]=[C:6]([N+:3]([O-:5])=[O:4])[CH:7]=[C:8]([C:13]([F:14])([F:15])[F:16])[C:9]=1[NH2:12]. The yield is 0.910. (4) The reactants are [Cl:1][C:2]1[CH:3]=[C:4]([C:9]2[C:21]([O:22][CH3:23])=[CH:20][C:12]([C:13]([NH:15][S:16]([CH3:19])(=[O:18])=[O:17])=[O:14])=[C:11]([F:24])[CH:10]=2)[CH:5]=[N:6][C:7]=1F.C([O-])([O-])=O.[Cs+].[Cs+].[F:31][C:32]1[CH:37]=[CH:36][C:35]([F:38])=[CH:34][C:33]=1[OH:39]. The catalyst is CS(C)=O. The product is [Cl:1][C:2]1[CH:3]=[C:4]([C:9]2[C:21]([O:22][CH3:23])=[CH:20][C:12]([C:13]([NH:15][S:16]([CH3:19])(=[O:18])=[O:17])=[O:14])=[C:11]([F:24])[CH:10]=2)[CH:5]=[N:6][C:7]=1[O:39][C:33]1[CH:34]=[C:35]([F:38])[CH:36]=[CH:37][C:32]=1[F:31]. The yield is 0.360. (5) The reactants are [CH2:1]([O:3][C:4](=[O:23])/[CH:5]=[C:6](/[O:8][C:9]1[CH:14]=[CH:13][CH:12]=[CH:11][C:10]=1[O:15][CH2:16][C:17]1[CH:22]=[CH:21][CH:20]=[CH:19][CH:18]=1)\[CH3:7])[CH3:2].[Br:24]N1C(=O)CCC1=O.C(OOC(=O)C1C=CC=CC=1)(=O)C1C=CC=CC=1. The catalyst is C(Cl)(Cl)(Cl)Cl. The product is [CH2:1]([O:3][C:4](=[O:23])/[CH:5]=[C:6](/[O:8][C:9]1[CH:14]=[CH:13][CH:12]=[CH:11][C:10]=1[O:15][CH2:16][C:17]1[CH:18]=[CH:19][CH:20]=[CH:21][CH:22]=1)\[CH2:7][Br:24])[CH3:2]. The yield is 0.640. (6) The reactants are [N:1]([CH2:4][C@@H:5]([NH:12][C:13]([O:15][C:16]([CH3:19])([CH3:18])[CH3:17])=[O:14])[CH2:6][CH2:7][C:8](OC)=[O:9])=[N+]=[N-].[H][H]. The catalyst is CO.[Pd]. The product is [O:9]=[C:8]1[NH:1][CH2:4][C@@H:5]([NH:12][C:13]([O:15][C:16]([CH3:19])([CH3:18])[CH3:17])=[O:14])[CH2:6][CH2:7]1. The yield is 0.990. (7) The reactants are [CH3:1][N:2]([CH3:23])[CH:3]1[CH2:8][CH2:7][CH:6]([N:9]([CH2:20][CH2:21][OH:22])C(=O)OCC2C=CC=CC=2)[CH2:5][CH2:4]1.[C:32](O[C:32]([O:34][C:35]([CH3:38])([CH3:37])[CH3:36])=[O:33])([O:34][C:35]([CH3:38])([CH3:37])[CH3:36])=[O:33]. The catalyst is [Pd].CO. The product is [CH3:1][N:2]([CH3:23])[CH:3]1[CH2:4][CH2:5][CH:6]([N:9]([CH2:20][CH2:21][OH:22])[C:32](=[O:33])[O:34][C:35]([CH3:36])([CH3:37])[CH3:38])[CH2:7][CH2:8]1. The yield is 0.960.